Dataset: NCI-60 drug combinations with 297,098 pairs across 59 cell lines. Task: Regression. Given two drug SMILES strings and cell line genomic features, predict the synergy score measuring deviation from expected non-interaction effect. Drug 1: CC1=C(C=C(C=C1)NC2=NC=CC(=N2)N(C)C3=CC4=NN(C(=C4C=C3)C)C)S(=O)(=O)N.Cl. Drug 2: CC(C)CN1C=NC2=C1C3=CC=CC=C3N=C2N. Cell line: OVCAR-8. Synergy scores: CSS=-0.537, Synergy_ZIP=0.292, Synergy_Bliss=-1.81, Synergy_Loewe=-2.72, Synergy_HSA=-2.74.